Task: Predict the reactants needed to synthesize the given product.. Dataset: Full USPTO retrosynthesis dataset with 1.9M reactions from patents (1976-2016) (1) Given the product [C@H:14]12[N:7]([C:5]([C:4]3[CH:22]=[CH:23][CH:24]=[C:2]([F:1])[C:3]=3[N:25]3[N:29]=[CH:28][CH:27]=[N:26]3)=[O:6])[CH2:8][C@H:9]1[CH2:10][CH2:11][NH:12][CH2:13]2, predict the reactants needed to synthesize it. The reactants are: [F:1][C:2]1[C:3]([N:25]2[N:29]=[CH:28][CH:27]=[N:26]2)=[C:4]([CH:22]=[CH:23][CH:24]=1)[C:5]([N:7]1[C@H:14]2[C@H:9]([CH2:10][CH2:11][N:12](C(OC(C)(C)C)=O)[CH2:13]2)[CH2:8]1)=[O:6].C(O)(C(F)(F)F)=O. (2) Given the product [CH3:1][C:2]1[CH:10]=[CH:9][C:8]2[NH:7][C:6]3[CH2:11][CH2:12][N:13]([CH2:21][CH2:17][CH2:18][NH:20][C:23](=[O:24])[O:26][CH2:29][CH3:30])[CH2:14][C:5]=3[C:4]=2[CH:3]=1, predict the reactants needed to synthesize it. The reactants are: [CH3:1][C:2]1[CH:10]=[CH:9][C:8]2[NH:7][C:6]3[CH2:11][CH2:12][NH:13][CH2:14][C:5]=3[C:4]=2[CH:3]=1.C([CH:17]([CH2:21]Cl)[C:18]([NH2:20])=O)C.[C:23]([O-:26])([O-])=[O:24].[Na+].[Na+].[CH2:29](C(C)=O)[CH:30](C)C. (3) The reactants are: [CH3:1][C:2](/[CH:4]=[N:5]/O)=O.[CH3:7][C:8]1(C)CC(=O)C[C:10](=O)[CH2:9]1.[C:17]([OH:20])(=O)[CH3:18]. Given the product [CH3:1][C:2]1[C:18]2[C:17](=[O:20])[CH2:10][CH2:9][CH2:8][C:7]=2[NH:5][CH:4]=1, predict the reactants needed to synthesize it. (4) Given the product [F:10][C:8]1[CH:7]=[CH:6][C:3]([C:4]#[N:5])=[C:2]([N:13]2[CH2:14][CH2:15][O:11][C:12]2=[O:18])[CH:9]=1, predict the reactants needed to synthesize it. The reactants are: Br[C:2]1[CH:9]=[C:8]([F:10])[CH:7]=[CH:6][C:3]=1[C:4]#[N:5].[O:11]1[CH2:15][C:14](=O)[N:13]=[C-:12]1.C([O-])([O-])=[O:18].[K+].[K+].CC1(C)C2C(=C(P(C3C=CC=CC=3)C3C=CC=CC=3)C=CC=2)OC2C(P(C3C=CC=CC=3)C3C=CC=CC=3)=CC=CC1=2.